The task is: Predict the reaction yield, written as a fraction of the theoretical maximum amount of product (1.0 means a 100% yield; for example, 0.34 means a 34% yield).. This data is from Reaction yield outcomes from USPTO patents with 853,638 reactions. (1) The reactants are [Br:1][C:2]1[CH:3]=[C:4]2[CH:10]=[CH:9][NH:8][C:5]2=[N:6][CH:7]=1.[H-].[Na+].[C:13]1([S:19](Cl)(=[O:21])=[O:20])[CH:18]=[CH:17][CH:16]=[CH:15][CH:14]=1. The yield is 0.950. The product is [Br:1][C:2]1[CH:3]=[C:4]2[CH:10]=[CH:9][N:8]([S:19]([C:13]3[CH:18]=[CH:17][CH:16]=[CH:15][CH:14]=3)(=[O:21])=[O:20])[C:5]2=[N:6][CH:7]=1. The catalyst is O1CCCC1. (2) The reactants are Cl[CH2:2][C:3]([CH2:5]Cl)=[CH2:4].[O:7]1[C:12]2[CH:13]=[CH:14][CH:15]=[CH:16][C:11]=2[NH:10][C:9](=[O:17])[CH2:8]1.C([O-])([O-])=O.[Cs+].[Cs+].[CH2:24]([CH:28]1[CH2:33][CH2:32][NH:31][CH2:30][CH2:29]1)[CH2:25][CH2:26][CH3:27]. The catalyst is CCOCC.CN(C=O)C. The product is [CH2:24]([CH:28]1[CH2:33][CH2:32][N:31]([CH2:4][C:3](=[CH2:2])[CH2:5][N:10]2[C:11]3[CH:16]=[CH:15][CH:14]=[CH:13][C:12]=3[O:7][CH2:8][C:9]2=[O:17])[CH2:30][CH2:29]1)[CH2:25][CH2:26][CH3:27]. The yield is 0.210. (3) The reactants are [C:1]([O:5][C:6]([N:8]1[CH2:13][CH2:12][CH2:11][CH2:10][CH2:9]1)=[O:7])([CH3:4])([CH3:3])[CH3:2].[NH:14]1[CH:18]=[CH:17][CH:16]=[C:15]1[C:19]([OH:21])=O.C1C=CC2N(O)N=NC=2C=1.CC[N:34]=[C:35]=[N:36]CCCN(C)C.Cl.C(N(CC)CC)C. The catalyst is O1CCOCC1. The product is [C:1]([O:5][C:6]([N:8]1[CH2:13][CH2:12][CH2:11][CH:10]([C:35]2[N:36]=[C:19]([C:15]3[NH:14][CH:18]=[CH:17][CH:16]=3)[O:21][N:34]=2)[CH2:9]1)=[O:7])([CH3:4])([CH3:2])[CH3:3]. The yield is 0.380. (4) The reactants are Br[C:2]1[CH:7]=[CH:6][C:5]([CH2:8][C@H:9]([NH:22][C:23](=[O:29])[O:24][C:25]([CH3:28])([CH3:27])[CH3:26])[CH2:10][N:11]2[C:19](=[O:20])[C:18]3[C:13](=[CH:14][CH:15]=[CH:16][CH:17]=3)[C:12]2=[O:21])=[CH:4][CH:3]=1.[Br:30]N1C(=O)CCC1=O.[O:38]1CCO[CH2:40][CH2:39]1. The catalyst is Cl[Pd](Cl)([P](C1C=CC=CC=1)(C1C=CC=CC=1)C1C=CC=CC=1)[P](C1C=CC=CC=1)(C1C=CC=CC=1)C1C=CC=CC=1. The product is [Br:30][CH2:40][C:39]([C:2]1[CH:7]=[CH:6][C:5]([CH2:8][C@H:9]([NH:22][C:23](=[O:29])[O:24][C:25]([CH3:28])([CH3:27])[CH3:26])[CH2:10][N:11]2[C:12](=[O:21])[C:13]3[C:18](=[CH:17][CH:16]=[CH:15][CH:14]=3)[C:19]2=[O:20])=[CH:4][CH:3]=1)=[O:38]. The yield is 0.710. (5) The reactants are [Cl:1][C:2]1[CH:3]=[C:4]([NH:9][C:10]2[C:19]3[C:14](=[CH:15][C:16]([O:22][CH2:23][CH:24]4[O:29][CH2:28][CH2:27][NH:26][CH2:25]4)=[C:17]([O:20][CH3:21])[CH:18]=3)[N:13]=[CH:12][N:11]=2)[CH:5]=[CH:6][C:7]=1[Cl:8].[CH2:30]=O. The catalyst is C(O)=O.O. The product is [Cl:1][C:2]1[CH:3]=[C:4]([NH:9][C:10]2[C:19]3[C:14](=[CH:15][C:16]([O:22][CH2:23][CH:24]4[O:29][CH2:28][CH2:27][N:26]([CH3:30])[CH2:25]4)=[C:17]([O:20][CH3:21])[CH:18]=3)[N:13]=[CH:12][N:11]=2)[CH:5]=[CH:6][C:7]=1[Cl:8]. The yield is 0.910.